Dataset: Peptide-MHC class I binding affinity with 185,985 pairs from IEDB/IMGT. Task: Regression. Given a peptide amino acid sequence and an MHC pseudo amino acid sequence, predict their binding affinity value. This is MHC class I binding data. The peptide sequence is GAVNVVYTF. The MHC is HLA-B57:01 with pseudo-sequence HLA-B57:01. The binding affinity (normalized) is 0.463.